Dataset: Full USPTO retrosynthesis dataset with 1.9M reactions from patents (1976-2016). Task: Predict the reactants needed to synthesize the given product. (1) Given the product [OH:1][C@H:2]([C:22]1[CH:23]=[N:24][CH:25]=[CH:26][CH:27]=1)[CH2:3][NH:4][C@H:5]([CH3:21])[CH2:6][C:7]1[C:15]2[C:10](=[C:11]([O:16][CH2:17][C:18]([O:20][CH2:33][CH3:34])=[O:19])[CH:12]=[CH:13][CH:14]=2)[NH:9][CH:8]=1, predict the reactants needed to synthesize it. The reactants are: [OH:1][C@H:2]([C:22]1[CH:23]=[N:24][CH:25]=[CH:26][CH:27]=1)[CH2:3][NH:4][C@H:5]([CH3:21])[CH2:6][C:7]1[C:15]2[C:10](=[C:11]([O:16][CH2:17][C:18]([OH:20])=[O:19])[CH:12]=[CH:13][CH:14]=2)[NH:9][CH:8]=1.S(=O)(=O)(O)O.[CH2:33](O)[CH3:34]. (2) Given the product [C:1]([N:37]1[CH2:38][CH2:39][CH:34]([CH2:33][C:32]([NH:31][CH2:30][CH:27]2[CH2:26][CH2:25][CH:24]([C:22]([N:12]3[CH2:11][C:10]4[CH:9]=[N:8][N:7]([CH3:6])[C:16]=4[NH:15][C:14]4[CH:17]=[C:18]([CH3:21])[CH:19]=[CH:20][C:13]3=4)=[O:23])[CH2:29][CH2:28]2)=[O:40])[CH2:35][CH2:36]1)(=[O:3])[CH3:2], predict the reactants needed to synthesize it. The reactants are: [C:1](Cl)(=[O:3])[CH3:2].Cl.[CH3:6][N:7]1[C:16]2[NH:15][C:14]3[CH:17]=[C:18]([CH3:21])[CH:19]=[CH:20][C:13]=3[N:12]([C:22]([CH:24]3[CH2:29][CH2:28][CH:27]([CH2:30][NH:31][C:32](=[O:40])[CH2:33][CH:34]4[CH2:39][CH2:38][NH:37][CH2:36][CH2:35]4)[CH2:26][CH2:25]3)=[O:23])[CH2:11][C:10]=2[CH:9]=[N:8]1. (3) The reactants are: C(NC(C)C)(C)C.C([Li])CCC.[N:13]1([C:23]([O:25][C:26]([CH3:29])([CH3:28])[CH3:27])=[O:24])[CH2:18][CH2:17][CH:16]([C:19]([O:21][CH3:22])=[O:20])[CH2:15][CH2:14]1.Cl[CH2:31][C:32]1[CH:37]=[CH:36][C:35]([CH2:38][C:39]#[N:40])=[CH:34][CH:33]=1. Given the product [C:39]([CH2:38][C:35]1[CH:36]=[CH:37][C:32]([CH2:31][C:16]2([C:19]([O:21][CH3:22])=[O:20])[CH2:15][CH2:14][N:13]([C:23]([O:25][C:26]([CH3:29])([CH3:28])[CH3:27])=[O:24])[CH2:18][CH2:17]2)=[CH:33][CH:34]=1)#[N:40], predict the reactants needed to synthesize it. (4) Given the product [CH:1]1([CH:7]2[C:16]3[C:11](=[CH:12][CH:13]=[CH:14][CH:15]=3)[CH2:10][CH2:9][N:8]2[C:17](=[O:20])[CH2:18][NH:19][CH:22]([C:24]2([OH:23])[CH2:29][CH2:28][CH2:27][CH2:26][CH2:25]2)[CH3:21])[CH2:2][CH2:3][CH2:4][CH2:5][CH2:6]1, predict the reactants needed to synthesize it. The reactants are: [CH:1]1([CH:7]2[C:16]3[C:11](=[CH:12][CH:13]=[CH:14][CH:15]=3)[CH2:10][CH2:9][N:8]2[C:17](=[O:20])[CH2:18][NH2:19])[CH2:6][CH2:5][CH2:4][CH2:3][CH2:2]1.[CH3:21][CH:22]1[C:24]2([CH2:29][CH2:28][CH2:27][CH2:26][CH2:25]2)[O:23]1.O. (5) Given the product [Br:1][C:2]1[CH:3]=[C:4]([O:9][CH2:16][C:15]2[CH:18]=[CH:19][C:12]([O:11][CH3:10])=[CH:13][CH:14]=2)[CH:5]=[C:6]([Br:8])[CH:7]=1, predict the reactants needed to synthesize it. The reactants are: [Br:1][C:2]1[CH:3]=[C:4]([OH:9])[CH:5]=[C:6]([Br:8])[CH:7]=1.[CH3:10][O:11][C:12]1[CH:19]=[CH:18][C:15]([CH2:16]Br)=[CH:14][CH:13]=1.C(=O)([O-])[O-].[K+].[K+].